Task: Predict the reaction yield, written as a fraction of the theoretical maximum amount of product (1.0 means a 100% yield; for example, 0.34 means a 34% yield).. Dataset: Reaction yield outcomes from USPTO patents with 853,638 reactions (1) The reactants are [Br:1][C:2]1[CH:3]=[C:4]2[C:8](=[CH:9][CH:10]=1)[NH:7][CH:6]=[C:5]2[CH:11]=O.[H-].[Al+3].[Li+].[H-].[H-].[H-]. The catalyst is O1CCCC1. The product is [Br:1][C:2]1[CH:3]=[C:4]2[C:8](=[CH:9][CH:10]=1)[NH:7][CH:6]=[C:5]2[CH3:11]. The yield is 0.700. (2) The reactants are [CH3:1][C:2]1[N:7]=[C:6]2[S:8][C:9]3[CH2:13][CH2:12][CH2:11][C:10]=3[C:5]2=[C:4]([C:14]2[CH:19]=[CH:18][C:17]([C:20]([F:23])([F:22])[F:21])=[CH:16][CH:15]=2)[C:3]=1[CH2:24][C:25]([O:27][CH3:28])=[O:26].[Li+].C[Si]([N-][Si](C)(C)C)(C)C.[CH2:39]1[CH2:43]OC[CH2:40]1.ICCC. The catalyst is CN(C=O)C. The product is [CH3:1][C:2]1[N:7]=[C:6]2[S:8][C:9]3[CH2:13][CH2:12][CH2:11][C:10]=3[C:5]2=[C:4]([C:14]2[CH:15]=[CH:16][C:17]([C:20]([F:23])([F:22])[F:21])=[CH:18][CH:19]=2)[C:3]=1[CH:24]([CH2:40][CH2:39][CH3:43])[C:25]([O:27][CH3:28])=[O:26]. The yield is 0.700.